This data is from Catalyst prediction with 721,799 reactions and 888 catalyst types from USPTO. The task is: Predict which catalyst facilitates the given reaction. (1) Reactant: [C:1]([N:4]1[C:13]2[C:8](=[CH:9][C:10]([N:14]3[CH2:19][CH2:18][N:17](C(OC(C)(C)C)=O)[CH2:16][CH2:15]3)=[CH:11][CH:12]=2)[C@H:7]([NH:27][C:28]2[CH:33]=[CH:32][CH:31]=[CH:30][CH:29]=2)[C@@H:6]([CH3:34])[C@@H:5]1[CH3:35])(=[O:3])[CH3:2].Cl.O1CCOCC1. Product: [CH3:35][C@H:5]1[C@H:6]([CH3:34])[C@@H:7]([NH:27][C:28]2[CH:29]=[CH:30][CH:31]=[CH:32][CH:33]=2)[C:8]2[C:13](=[CH:12][CH:11]=[C:10]([N:14]3[CH2:15][CH2:16][NH:17][CH2:18][CH2:19]3)[CH:9]=2)[N:4]1[C:1](=[O:3])[CH3:2]. The catalyst class is: 5. (2) Reactant: C([N:3]([CH2:6][CH3:7])[CH2:4]C)C.C1(P(N=[N+]=[N-])(C2C=CC=CC=2)=[O:15])C=CC=CC=1.[C:25]([O:29][C:30]([NH:32][C@@H:33]1[CH2:38]C[C@H](C(O)=O)[CH2:35][CH2:34]1)=[O:31])([CH3:28])([CH3:27])[CH3:26].[CH2:42]([OH:49])[C:43]1[CH:48]=[CH:47][CH:46]=[CH:45][CH:44]=1. Product: [C@H:6]1([NH:3][C:4](=[O:15])[O:49][CH2:42][C:43]2[CH:48]=[CH:47][CH:46]=[CH:45][CH:44]=2)[CH2:7][CH2:38][C@H:33]([NH:32][C:30](=[O:31])[O:29][C:25]([CH3:28])([CH3:27])[CH3:26])[CH2:34][CH2:35]1. The catalyst class is: 93. (3) Reactant: Br[C:2]1[CH:7]=[C:6]([O:8][CH:9]([F:11])[F:10])[CH:5]=[C:4]([Br:12])[C:3]=1[Cl:13].[C:14](=[O:21])([O:16][C:17]([CH3:20])([CH3:19])[CH3:18])[NH2:15].CC1(C)C2C(=C(P(C3C=CC=CC=3)C3C=CC=CC=3)C=CC=2)OC2C(P(C3C=CC=CC=3)C3C=CC=CC=3)=CC=CC1=2.C(=O)([O-])[O-].[Cs+].[Cs+]. Product: [Br:12][C:4]1[C:3]([Cl:13])=[C:2]([NH:15][C:14](=[O:21])[O:16][C:17]([CH3:20])([CH3:19])[CH3:18])[CH:7]=[C:6]([O:8][CH:9]([F:11])[F:10])[CH:5]=1. The catalyst class is: 160. (4) Reactant: [Br:1][C:2]1[CH:3]=[C:4]2[C:9](=[CH:10][CH:11]=1)[C:8](O)=[CH:7][CH:6]=[CH:5]2.[N:13]1[CH:18]=[CH:17][CH:16]=[C:15]([CH2:19][CH2:20][OH:21])[CH:14]=1.C1(P(C2C=CC=CC=2)C2C=CC=CC=2)C=CC=CC=1.N(C([O-])=O)=NC([O-])=O. Product: [Br:1][C:2]1[CH:3]=[C:4]2[C:9](=[CH:10][CH:11]=1)[CH:8]=[C:7]([O:21][CH2:20][CH2:19][C:15]1[CH:14]=[N:13][CH:18]=[CH:17][CH:16]=1)[CH:6]=[CH:5]2. The catalyst class is: 1.